This data is from Reaction yield outcomes from USPTO patents with 853,638 reactions. The task is: Predict the reaction yield, written as a fraction of the theoretical maximum amount of product (1.0 means a 100% yield; for example, 0.34 means a 34% yield). (1) The reactants are [Br:1][C:2]1[CH:3](O)[CH2:4][CH2:5][CH:6]=1.C[O:9][C:10](OC)([N:12]([CH3:14])[CH3:13])[CH3:11]. The catalyst is C1(C)C=CC=C(C)C=1. The product is [Br:1][C:2]1[CH:3]([CH2:11][C:10]([N:12]([CH3:14])[CH3:13])=[O:9])[CH2:4][CH2:5][CH:6]=1. The yield is 0.630. (2) The reactants are F[C:2]1[CH:9]=[CH:8][CH:7]=[C:4]([C:5]#[N:6])[C:3]=1[C:10]#[N:11].O.[NH2:13][NH2:14]. The catalyst is C(O)C. The product is [NH2:11][C:10]1[C:3]2[C:4]([C:5]#[N:6])=[CH:7][CH:8]=[CH:9][C:2]=2[NH:14][N:13]=1. The yield is 0.470. (3) The reactants are [C:1]1([CH2:7][CH2:8][C:9]([N:11]2[CH2:16][CH2:15][C:14](=O)[CH2:13][CH2:12]2)=[O:10])[CH:6]=[CH:5][CH:4]=[CH:3][CH:2]=1.C([O-])(=O)C.[NH4+].C([BH3-])#[N:24].[Na+]. The catalyst is CO. The product is [C:1]1([CH2:7][CH2:8][C:9]([N:11]2[CH2:16][CH2:15][CH:14]([NH2:24])[CH2:13][CH2:12]2)=[O:10])[CH:6]=[CH:5][CH:4]=[CH:3][CH:2]=1. The yield is 0.470.